This data is from Forward reaction prediction with 1.9M reactions from USPTO patents (1976-2016). The task is: Predict the product of the given reaction. (1) Given the reactants CCC(C)[BH-](C(C)CC)C(C)CC.[Li+].[CH3:15][C:16]([S@:19](/[N:21]=[C:22]1/[CH2:23][CH2:24][CH2:25][C:26]2[C:31]/1=[CH:30][CH:29]=[CH:28][C:27]=2[O:32][CH2:33][C:34]([F:37])([F:36])[F:35])=[O:20])([CH3:18])[CH3:17].CO, predict the reaction product. The product is: [CH3:18][C:16]([S@:19]([NH:21][C@@H:22]1[C:31]2[C:26](=[C:27]([O:32][CH2:33][C:34]([F:35])([F:36])[F:37])[CH:28]=[CH:29][CH:30]=2)[CH2:25][CH2:24][CH2:23]1)=[O:20])([CH3:15])[CH3:17]. (2) Given the reactants [Br:1][C:2]1[CH:3]=[C:4]([C:8]2([C:14]#[N:15])[CH2:13][CH2:12][CH2:11][CH2:10][CH2:9]2)[CH:5]=[CH:6][CH:7]=1.[OH-:16].[K+], predict the reaction product. The product is: [Br:1][C:2]1[CH:3]=[C:4]([C:8]2([C:14]([NH2:15])=[O:16])[CH2:13][CH2:12][CH2:11][CH2:10][CH2:9]2)[CH:5]=[CH:6][CH:7]=1. (3) The product is: [CH2:1]1[C:10]2[C:5](=[CH:6][CH:7]=[N:8][CH:9]=2)[CH2:4][CH2:3][N:2]1[C:11]1[CH:12]=[C:13]([CH:19]=[CH:20][CH:21]=1)[C:14]([OH:16])=[O:15]. Given the reactants [CH2:1]1[C:10]2[C:5](=[CH:6][CH:7]=[N:8][CH:9]=2)[CH2:4][CH2:3][N:2]1[C:11]1[CH:12]=[C:13]([CH:19]=[CH:20][CH:21]=1)[C:14]([O:16]CC)=[O:15].[OH-].[Na+].C(O)(=O)C, predict the reaction product. (4) Given the reactants [F:1][C:2]([F:42])([F:41])[C:3]1[CH:4]=[C:5]([C:13]([CH3:40])([CH3:39])[C:14]([N:16]([C:18]2[C:19]([C:32]3[CH:37]=[CH:36][CH:35]=[CH:34][C:33]=3[CH3:38])=[CH:20][C:21]([N:25]3[CH2:30][CH2:29][N:28]([CH3:31])[CH2:27][CH2:26]3)=[N+:22]([O-:24])[CH:23]=2)[CH3:17])=[O:15])[CH:6]=[C:7]([C:9]([F:12])([F:11])[F:10])[CH:8]=1.C([O-])(O)=[O:44].[Na+].OS([O-])(=O)=O.OS(O[O-])(=O)=O.OS(O[O-])(=O)=O.[O-]S([O-])(=O)=O.[K+].[K+].[K+].[K+].[K+], predict the reaction product. The product is: [F:42][C:2]([F:1])([F:41])[C:3]1[CH:4]=[C:5]([C:13]([CH3:39])([CH3:40])[C:14]([N:16]([C:18]2[C:19]([C:32]3[CH:37]=[CH:36][CH:35]=[CH:34][C:33]=3[CH3:38])=[CH:20][C:21]([N:25]3[CH2:26][CH2:27][N+:28]([O-:44])([CH3:31])[CH2:29][CH2:30]3)=[N+:22]([O-:24])[CH:23]=2)[CH3:17])=[O:15])[CH:6]=[C:7]([C:9]([F:10])([F:11])[F:12])[CH:8]=1. (5) Given the reactants [CH3:1][O:2][C:3]1[C:11]2[CH:10]=[C:9]([Sn](C)(C)C)[O:8][C:7]=2[CH:6]=[CH:5][CH:4]=1.Br[C:17]1[S:18][C:19]([CH2:22][CH3:23])=[CH:20][CH:21]=1.C(OCC)(=O)C, predict the reaction product. The product is: [CH2:22]([C:19]1[S:18][C:17]([C:9]2[O:8][C:7]3[CH:6]=[CH:5][CH:4]=[C:3]([O:2][CH3:1])[C:11]=3[CH:10]=2)=[CH:21][CH:20]=1)[CH3:23].